From a dataset of Reaction yield outcomes from USPTO patents with 853,638 reactions. Predict the reaction yield, written as a fraction of the theoretical maximum amount of product (1.0 means a 100% yield; for example, 0.34 means a 34% yield). (1) The product is [OH:31][C@H:28]([C:27]#[C:26][C:9]#[C:10][C@H:11]([NH:21][C:22](=[O:24])[CH3:23])[CH2:12][CH2:13][CH2:14][CH2:15][CH2:16][CH2:17][CH2:18][CH2:19][CH3:20])[CH:29]=[CH2:30]. The yield is 0.925. The reactants are C(N)CCC.NO.Cl.[CH:9]#[C:10][C@H:11]([NH:21][C:22](=[O:24])[CH3:23])[CH2:12][CH2:13][CH2:14][CH2:15][CH2:16][CH2:17][CH2:18][CH2:19][CH3:20].Br[C:26]#[C:27][C@@H:28]([OH:31])[CH:29]=[CH2:30]. The catalyst is O.C(Cl)Cl.[Cu]Cl. (2) The reactants are Br[CH2:2][C:3]1[CH:10]=[C:9]([F:11])[CH:8]=[CH:7][C:4]=1[C:5]#[N:6].[CH3:12][NH:13][CH3:14]. No catalyst specified. The product is [CH3:12][N:13]([CH2:2][C:3]1[CH:10]=[C:9]([F:11])[CH:8]=[CH:7][C:4]=1[C:5]#[N:6])[CH3:14]. The yield is 0.680. (3) The reactants are [Al+3].[Cl-].[Cl-].[Cl-].[CH:5]1(O)[CH2:9][CH2:8][CH2:7][CH2:6]1.[CH:11]1[CH:16]=[CH:15][CH:14]=[CH:13][CH:12]=1. No catalyst specified. The product is [CH:5]1([C:11]2[CH:16]=[CH:15][CH:14]=[CH:13][CH:12]=2)[CH2:9][CH2:8][CH2:7][CH2:6]1. The yield is 0.570.